Task: Predict which catalyst facilitates the given reaction.. Dataset: Catalyst prediction with 721,799 reactions and 888 catalyst types from USPTO Reactant: [CH3:1][C:2]1[CH:11]=[CH:10][C:5]([C:6](OC)=[O:7])=[C:4]([O:12][C@H:13]([CH2:15][CH:16]=[CH2:17])[CH3:14])[CH:3]=1.[H-].[Al+3].[Li+].[H-].[H-].[H-].C(OCC)(=O)C.[NH4+].[Cl-]. Product: [CH3:1][C:2]1[CH:11]=[CH:10][C:5]([CH2:6][OH:7])=[C:4]([O:12][C@H:13]([CH2:15][CH:16]=[CH2:17])[CH3:14])[CH:3]=1. The catalyst class is: 1.